From a dataset of Peptide-MHC class II binding affinity with 134,281 pairs from IEDB. Regression. Given a peptide amino acid sequence and an MHC pseudo amino acid sequence, predict their binding affinity value. This is MHC class II binding data. (1) The binding affinity (normalized) is 0.622. The peptide sequence is PDLPYDYGALEPAIS. The MHC is DRB4_0101 with pseudo-sequence DRB4_0103. (2) The MHC is DRB1_1501 with pseudo-sequence DRB1_1501. The peptide sequence is HMAKEDLVANQPNLK. The binding affinity (normalized) is 0.259. (3) The MHC is DRB1_1302 with pseudo-sequence DRB1_1302. The binding affinity (normalized) is 0.256. The peptide sequence is IPAGELQIIDKIDAA. (4) The peptide sequence is SNGVLESDMIIPKSL. The MHC is DRB1_0701 with pseudo-sequence DRB1_0701. The binding affinity (normalized) is 0. (5) The peptide sequence is IAGAPGFPGPRGPPDPQGA. The MHC is HLA-DQA10301-DQB10302 with pseudo-sequence HLA-DQA10301-DQB10302. The binding affinity (normalized) is 0. (6) The peptide sequence is VADAYITLVTLPKSS. The MHC is HLA-DQA10301-DQB10302 with pseudo-sequence HLA-DQA10301-DQB10302. The binding affinity (normalized) is 0.310. (7) The peptide sequence is KPTAAGPKDNGGACG. The binding affinity (normalized) is 0. The MHC is DRB1_1101 with pseudo-sequence DRB1_1101. (8) The peptide sequence is SVTIKLDGNLLSSND. The MHC is DRB1_0405 with pseudo-sequence DRB1_0405. The binding affinity (normalized) is 0.464.